From a dataset of Reaction yield outcomes from USPTO patents with 853,638 reactions. Predict the reaction yield, written as a fraction of the theoretical maximum amount of product (1.0 means a 100% yield; for example, 0.34 means a 34% yield). (1) The reactants are [OH:1][C:2]1[C:11]2[C:10](=[O:12])[O:9][C:8](C)(C)O[C:6]=2[CH:5]=[CH:4][CH:3]=1.C(=O)([O-])[O-].[K+].[K+].FC(F)(F)S([O:26][CH2:27][C:28]([F:31])([F:30])[F:29])(=O)=O.Cl. The catalyst is CN(C)C=O.O.CO. The product is [OH:1][C:2]1[CH:3]=[CH:4][CH:5]=[C:6]([O:26][CH2:27][C:28]([F:31])([F:30])[F:29])[C:11]=1[C:10]([O:9][CH3:8])=[O:12]. The yield is 0.790. (2) The reactants are Br[C:2]1[CH:9]=[CH:8][CH:7]=[CH:6][C:3]=1[C:4]#[N:5].CCN(C(C)C)C(C)C.[C:19]([O:23][C:24]([N:26]1[CH2:30][CH2:29][CH:28]([C:31]2[CH:36]=[CH:35][C:34]([SH:37])=[CH:33][C:32]=2[O:38][CH3:39])[CH2:27]1)=[O:25])([CH3:22])([CH3:21])[CH3:20].OS([O-])(=O)=O.[K+].[O-]S([O-])(=O)=O.[Na+].[Na+]. The catalyst is O1CCOCC1.C1C=CC(/C=C/C(/C=C/C2C=CC=CC=2)=O)=CC=1.C1C=CC(/C=C/C(/C=C/C2C=CC=CC=2)=O)=CC=1.C1C=CC(/C=C/C(/C=C/C2C=CC=CC=2)=O)=CC=1.[Pd].[Pd].CC1(C)C2C(=C(P(C3C=CC=CC=3)C3C=CC=CC=3)C=CC=2)OC2C(P(C3C=CC=CC=3)C3C=CC=CC=3)=CC=CC1=2. The product is [C:19]([O:23][C:24]([N:26]1[CH2:30][CH2:29][CH:28]([C:31]2[CH:36]=[CH:35][C:34]([S:37][C:2]3[CH:9]=[CH:8][CH:7]=[CH:6][C:3]=3[C:4]#[N:5])=[CH:33][C:32]=2[O:38][CH3:39])[CH2:27]1)=[O:25])([CH3:22])([CH3:21])[CH3:20]. The yield is 0.900. (3) The reactants are [CH2:1]([O:8][CH2:9][CH2:10][O:11][CH:12]1[CH:16]2[O:17][CH2:18][CH:19]([OH:20])[CH:15]2[O:14][CH2:13]1)[C:2]1[CH:7]=[CH:6][CH:5]=[CH:4][CH:3]=1.C(N(CC)CC)C.[CH3:28][S:29](Cl)(=[O:31])=[O:30]. The yield is 0.940. The product is [CH3:28][S:29]([O:20][CH:19]1[CH2:18][O:17][CH:16]2[CH:12]([O:11][CH2:10][CH2:9][O:8][CH2:1][C:2]3[CH:7]=[CH:6][CH:5]=[CH:4][CH:3]=3)[CH2:13][O:14][CH:15]12)(=[O:31])=[O:30]. The catalyst is C(Cl)Cl.CN(C)C1C=CN=CC=1. (4) The reactants are [F:1][CH2:2][CH2:3][N+:4]1[CH:12]=[C:11]2[N:6]([C:7](=[O:13])[NH:8][CH2:9][CH2:10]2)[CH:5]=1.CCN(C(C)C)C(C)C.[C:23]([OH:27])([CH3:26])([CH3:25])[CH3:24]. No catalyst specified. The product is [C:23]([O:27][C:7](=[O:13])[NH:8][CH2:9][CH2:10][C:11]1[N:6]=[CH:5][N:4]([CH2:3][CH2:2][F:1])[CH:12]=1)([CH3:26])([CH3:25])[CH3:24]. The yield is 0.390. (5) The reactants are [CH2:1]([N:8]1[C:12]2=[C:13]([N:17]3[CH2:26][CH2:25][C:24]4[C:19](=[CH:20][CH:21]=[CH:22][CH:23]=4)[CH2:18]3)[N:14]=[CH:15][CH:16]=[C:11]2[CH:10]=[C:9]1[CH3:27])[C:2]1[CH:7]=[CH:6][CH:5]=[CH:4][CH:3]=1.[ClH:28].[CH2:29]([N:36]1[C:40]2=C(N3CCC4C(=CC=CC=4)C3)N=CC=C2C=[C:37]1C)C1C=CC=CC=1.C(=O)(O)[O-].[Na+]. No catalyst specified. The product is [ClH:28].[CH2:1]([N:8]1[C:12]2=[C:13]([N:17]3[CH2:26][CH2:25][C:24]4[C:19](=[CH:20][CH:21]=[CH:22][CH:23]=4)[CH2:18]3)[N:14]=[CH:15][CH:16]=[C:11]2[C:10]([CH2:29][N:36]([CH3:40])[CH3:37])=[C:9]1[CH3:27])[C:2]1[CH:3]=[CH:4][CH:5]=[CH:6][CH:7]=1. The yield is 0.720. (6) The reactants are [CH3:1][C@H:2]1[NH:13][C:12](=[O:14])[CH2:11][CH2:10][CH:9]=[CH:8][CH2:7][C@@H:6]([CH3:15])[C:5](=[O:16])[O:4][CH2:3]1. The catalyst is C1COCC1.[Pd]. The product is [CH3:1][C@H:2]1[NH:13][C:12](=[O:14])[CH2:11][CH2:10][CH2:9][CH2:8][CH2:7][C@@H:6]([CH3:15])[C:5](=[O:16])[O:4][CH2:3]1. The yield is 0.970. (7) The reactants are [OH:1][NH2:2].C[O:4][C:5](=O)[CH2:6][CH2:7][CH2:8][CH2:9][CH2:10][N:11]([C:18]1[CH:23]=[CH:22][CH:21]=[CH:20][N:19]=1)[C:12]1[CH:17]=[CH:16][CH:15]=[CH:14][N:13]=1.CCOC(C)=O. The catalyst is CN(C=O)C.C1COCC1.[Cl-].[Na+].O. The product is [OH:1][NH:2][C:5](=[O:4])[CH2:6][CH2:7][CH2:8][CH2:9][CH2:10][N:11]([C:18]1[CH:23]=[CH:22][CH:21]=[CH:20][N:19]=1)[C:12]1[CH:17]=[CH:16][CH:15]=[CH:14][N:13]=1. The yield is 0.300. (8) The reactants are [NH2:1][C:2]1[CH:25]=[CH:24][C:23]([Cl:26])=[CH:22][C:3]=1[C:4]([NH:6][C:7]1[CH:11]=[CH:10][N:9]([C:12]2[CH:17]=[CH:16][CH:15]=[C:14]([C:18]([F:21])([F:20])[F:19])[CH:13]=2)[N:8]=1)=[O:5].N1C=CC=CC=1.[CH3:33][N:34]([CH2:46][CH2:47][N:48]1[CH2:53][CH2:52][O:51][CH2:50][CH2:49]1)[C:35]([C:37]1[CH:38]=[C:39]([CH:43]=[CH:44][CH:45]=1)[C:40](Cl)=[O:41])=[O:36].N.[OH2:55]. The catalyst is ClCCl.O. The product is [F:19][C:18]([F:21])([F:20])[C:14]([OH:36])=[O:55].[Cl:26][C:23]1[CH:24]=[CH:25][C:2]([NH:1][C:40](=[O:41])[C:39]2[CH:43]=[CH:44][CH:45]=[C:37]([C:35]([N:34]([CH3:33])[CH2:46][CH2:47][N:48]3[CH2:49][CH2:50][O:51][CH2:52][CH2:53]3)=[O:36])[CH:38]=2)=[C:3]([C:4](=[O:5])[NH:6][C:7]2[CH:11]=[CH:10][N:9]([C:12]3[CH:17]=[CH:16][CH:15]=[C:14]([C:18]([F:20])([F:21])[F:19])[CH:13]=3)[N:8]=2)[CH:22]=1. The yield is 0.220.